The task is: Predict which catalyst facilitates the given reaction.. This data is from Catalyst prediction with 721,799 reactions and 888 catalyst types from USPTO. (1) Reactant: [Cl:1][C:2]1[CH:7]=[CH:6][C:5]([C:8]2[N:12]([CH2:13][C:14](=[O:17])[CH2:15][CH3:16])[C:11](=[O:18])[N:10]([CH2:19][C:20]([NH:22][C:23]([CH3:35])([C:25]3[CH:30]=[CH:29][CH:28]=[C:27]([C:31]([F:34])([F:33])[F:32])[CH:26]=3)[CH3:24])=[O:21])[N:9]=2)=[CH:4][CH:3]=1.[BH4-].[Na+].[Cl-].[NH4+]. Product: [Cl:1][C:2]1[CH:7]=[CH:6][C:5]([C:8]2[N:12]([CH2:13][CH:14]([OH:17])[CH2:15][CH3:16])[C:11](=[O:18])[N:10]([CH2:19][C:20]([NH:22][C:23]([CH3:24])([C:25]3[CH:30]=[CH:29][CH:28]=[C:27]([C:31]([F:32])([F:33])[F:34])[CH:26]=3)[CH3:35])=[O:21])[N:9]=2)=[CH:4][CH:3]=1. The catalyst class is: 5. (2) Reactant: C[O:2][C:3]1[CH:21]=[CH:20][C:6]([O:7][C:8]2[CH:13]=[CH:12][C:11]([C:14]3[CH:19]=[CH:18][CH:17]=[CH:16][CH:15]=3)=[CH:10][CH:9]=2)=[CH:5][CH:4]=1.B(Br)(Br)Br.C(Cl)Cl.O. Product: [C:11]1([C:14]2[CH:19]=[CH:18][CH:17]=[CH:16][CH:15]=2)[CH:12]=[CH:13][C:8]([O:7][C:6]2[CH:20]=[CH:21][C:3]([OH:2])=[CH:4][CH:5]=2)=[CH:9][CH:10]=1. The catalyst class is: 2. (3) The catalyst class is: 357. Reactant: O=CC[C@@H]([C@@H](CO)O)O.C[O:11][C@@H:12]1[C@H:16]([OH:17])[C@@H:15]([CH2:18][OH:19])[O:14][C@H:13]1[N:20]1[CH:27]=[CH:26][C:24](=[O:25])[NH:23][C:21]1=[O:22].C(Cl)(=O)C.C1(C)C=CC(C(Cl)=O)=CC=1.N1C=CC=CC=1.C([SiH](CC)CC)C.B(F)(F)F. Product: [C@@H:13]1([N:20]2[CH:27]=[CH:26][C:24](=[O:25])[NH:23][C:21]2=[O:22])[O:14][C@H:15]([CH2:18][OH:19])[C@@H:16]([OH:17])[C@H:12]1[OH:11]. (4) Reactant: [OH:1][C:2]1[CH:7]=[CH:6][CH:5]=[CH:4][C:3]=1[CH2:8][C:9]([OH:11])=[O:10].[OH-].[Na+].[CH2:14](Br)[C:15]1[CH:20]=[CH:19][CH:18]=[CH:17][CH:16]=1. Product: [CH2:14]([O:1][C:2]1[CH:7]=[CH:6][CH:5]=[CH:4][C:3]=1[CH2:8][C:9]([OH:11])=[O:10])[C:15]1[CH:20]=[CH:19][CH:18]=[CH:17][CH:16]=1. The catalyst class is: 8. (5) Reactant: [F:1][CH:2]([F:19])[C:3]1[C:8]([C:9](O)=[O:10])=[CH:7][N:6]=[C:5]([C:12]([F:18])([F:17])[C:13]([F:16])([F:15])[F:14])[N:4]=1.C(Cl)(=O)C([Cl:23])=O. Product: [F:1][CH:2]([F:19])[C:3]1[C:8]([C:9]([Cl:23])=[O:10])=[CH:7][N:6]=[C:5]([C:12]([F:18])([F:17])[C:13]([F:16])([F:15])[F:14])[N:4]=1. The catalyst class is: 120.